Predict the reactants needed to synthesize the given product. From a dataset of Full USPTO retrosynthesis dataset with 1.9M reactions from patents (1976-2016). (1) Given the product [CH3:1][CH2:2][CH2:3][C@H:4]([NH:10][C@H:11]([C:13]([N:15]1[C@H:23]([C:24]([OH:26])=[O:25])[CH2:22][C@H:21]2[C@@H:16]1[CH2:17][CH2:18][CH2:19][CH2:20]2)=[O:14])[CH3:12])[C:5]([O:7][CH2:8][CH3:9])=[O:6].[CH2:30]([CH2:31][NH:32][C:33]([NH2:35])=[NH:34])[CH2:29][C@H:28]([NH2:27])[C:36]([OH:38])=[O:37], predict the reactants needed to synthesize it. The reactants are: [CH3:1][CH2:2][CH2:3][C@H:4]([NH:10][C@H:11]([C:13]([N:15]1[C@H:23]([C:24]([OH:26])=[O:25])[CH2:22][C@H:21]2[C@@H:16]1[CH2:17][CH2:18][CH2:19][CH2:20]2)=[O:14])[CH3:12])[C:5]([O:7][CH2:8][CH3:9])=[O:6].[NH2:27][C@H:28]([C:36]([OH:38])=[O:37])[CH2:29][CH2:30][CH2:31][NH:32][C:33](=[NH:35])[NH2:34].C1CCCCC1.CC(N(C)C)=O. (2) The reactants are: [CH:1]1[C:10]2[C:5](=[CH:6][CH:7]=[CH:8][CH:9]=2)[CH:4]=[CH:3][C:2]=1[C:11]1[C:15]2=[N:16][C:17]([NH2:20])=[CH:18][CH:19]=[C:14]2[N:13]([C:21]([C:34]2[CH:39]=[CH:38][CH:37]=[CH:36][CH:35]=2)([C:28]2[CH:33]=[CH:32][CH:31]=[CH:30][CH:29]=2)[C:22]2[CH:27]=[CH:26][CH:25]=[CH:24][CH:23]=2)[N:12]=1.C(N(CC)CC)C.[CH:47]1([C:50](Cl)=[O:51])[CH2:49][CH2:48]1.C(=O)([O-])O.[Na+]. Given the product [CH:1]1[C:10]2[C:5](=[CH:6][CH:7]=[CH:8][CH:9]=2)[CH:4]=[CH:3][C:2]=1[C:11]1[C:15]2=[N:16][C:17]([NH:20][C:50]([CH:47]3[CH2:49][CH2:48]3)=[O:51])=[CH:18][CH:19]=[C:14]2[N:13]([C:21]([C:34]2[CH:39]=[CH:38][CH:37]=[CH:36][CH:35]=2)([C:28]2[CH:29]=[CH:30][CH:31]=[CH:32][CH:33]=2)[C:22]2[CH:27]=[CH:26][CH:25]=[CH:24][CH:23]=2)[N:12]=1, predict the reactants needed to synthesize it. (3) Given the product [CH2:1](/[N:5]=[CH:6]/[C:7]1[C:12]([CH3:15])=[CH:11][CH:10]=[CH:9][C:8]=1[Cl:14])[CH2:2][CH2:3][CH3:4], predict the reactants needed to synthesize it. The reactants are: [CH2:1](/[N:5]=[CH:6]/[C:7]1[C:12](F)=[CH:11][CH:10]=[CH:9][C:8]=1[Cl:14])[CH2:2][CH2:3][CH3:4].[CH3:15][Mg]Cl. (4) Given the product [C:14]([C:7]1[C:8]2[C:9](=[N:10][CH:11]=[CH:12][CH:13]=2)[N:5]([CH2:4][C:3]2[CH:17]=[CH:18][CH:19]=[CH:20][C:2]=2[F:1])[N:6]=1)#[N:16], predict the reactants needed to synthesize it. The reactants are: [F:1][C:2]1[CH:20]=[CH:19][CH:18]=[CH:17][C:3]=1[CH2:4][N:5]1[C:9]2=[N:10][CH:11]=[CH:12][CH:13]=[C:8]2[C:7]([C:14]([NH2:16])=O)=[N:6]1.N1C=CC=CC=1.FC(F)(F)C(OC(=O)C(F)(F)F)=O.O. (5) Given the product [CH3:1][O:2][C:3](=[O:17])[C:4]1[C:9]([N:10]2[C:14](=[O:15])[N:13]([CH3:18])[N:12]=[N:11]2)=[CH:8][CH:7]=[CH:6][C:5]=1[CH3:16], predict the reactants needed to synthesize it. The reactants are: [CH3:1][O:2][C:3](=[O:17])[C:4]1[C:9]([N:10]2[C:14](=[O:15])[NH:13][N:12]=[N:11]2)=[CH:8][CH:7]=[CH:6][C:5]=1[CH3:16].[CH3:18]N(C)C=O.C(=O)([O-])[O-].[K+].[K+].COS(=O)(=O)OC. (6) Given the product [C:3]([O:24][CH2:25][I:1])(=[O:23])[CH2:4][CH2:5][CH2:6][CH2:7][CH2:8][CH2:9][CH2:10][CH2:11][CH2:12][CH2:13][CH2:14][CH2:15][CH2:16][CH2:17][CH2:18][CH2:19][CH2:20][CH2:21][CH3:22], predict the reactants needed to synthesize it. The reactants are: [I-:1].[Na+].[C:3]([O:24][CH2:25]Cl)(=[O:23])[CH2:4][CH2:5][CH2:6][CH2:7][CH2:8][CH2:9][CH2:10][CH2:11][CH2:12][CH2:13][CH2:14][CH2:15][CH2:16][CH2:17][CH2:18][CH2:19][CH2:20][CH2:21][CH3:22]. (7) Given the product [Br:14][C:9]1[CH:10]=[C:4]([CH:1]([CH3:3])[CH3:2])[C:5]([NH2:6])=[C:7]([CH:11]([CH3:13])[CH3:12])[CH:8]=1, predict the reactants needed to synthesize it. The reactants are: [CH:1]([C:4]1[CH:10]=[CH:9][CH:8]=[C:7]([CH:11]([CH3:13])[CH3:12])[C:5]=1[NH2:6])([CH3:3])[CH3:2].[Br:14]N1C(=O)CCC1=O.O. (8) Given the product [CH2:13]([C:18]1[CH:10]=[CH:11][C:6]([C:3]2[CH:4]=[CH:5][O:1][CH:2]=2)=[CH:7][CH:8]=1)[CH2:14][CH3:15], predict the reactants needed to synthesize it. The reactants are: [O:1]1[CH:5]=[CH:4][C:3]([C:6]2[CH:11]=[CH:10]N=[CH:8][CH:7]=2)=[CH:2]1.I[C:13]1[CH:18]=CC(CCC)=[CH:15][CH:14]=1.O1C=CC(B(O)O)=C1. (9) The reactants are: [NH:1]1[C:5]2[N:6]=[CH:7][CH:8]=[C:9]([OH:10])[C:4]=2[CH:3]=[CH:2]1.CS(O[CH:16]([CH3:18])[CH3:17])(=O)=O.C([O-])([O-])=O.[K+].[K+]. Given the product [CH:16]([O:10][C:9]1[CH:8]=[CH:7][N:6]=[C:5]2[NH:1][CH:2]=[CH:3][C:4]=12)([CH3:18])[CH3:17], predict the reactants needed to synthesize it. (10) Given the product [CH2:30]([O:37][C:42](=[O:41])[NH:27][CH2:8][CH:4]1[CH2:5][CH2:6][CH2:7][C:2]([CH3:1])([CH3:12])[CH2:3]1)[C:31]1[CH:36]=[CH:35][CH:34]=[CH:33][CH:32]=1, predict the reactants needed to synthesize it. The reactants are: [CH3:1][C:2]1([CH3:12])[CH2:7][CH2:6][CH2:5][CH:4]([CH2:8]C(O)=O)[CH2:3]1.C1C=CC(P([N:27]=[N+]=[N-])(C2C=CC=CC=2)=O)=CC=1.[CH2:30]([OH:37])[C:31]1[CH:36]=[CH:35][CH:34]=[CH:33][CH:32]=1.C1[CH2:42][O:41]CC1.